Dataset: Full USPTO retrosynthesis dataset with 1.9M reactions from patents (1976-2016). Task: Predict the reactants needed to synthesize the given product. (1) Given the product [Cl:23][C:18]1[C:17]([C:13]2[CH:12]=[C:11]([N:9]3[CH:10]=[C:6]([C:4]([C:26]4[CH:31]=[CH:30][CH:29]=[CH:28][C:27]=4[O:32][CH3:33])=[O:5])[N:7]=[CH:8]3)[CH:16]=[CH:15][CH:14]=2)=[CH:22][CH:21]=[CH:20][N:19]=1, predict the reactants needed to synthesize it. The reactants are: CON(C)[C:4]([C:6]1[N:7]=[CH:8][N:9]([C:11]2[CH:16]=[CH:15][CH:14]=[C:13]([C:17]3[C:18]([Cl:23])=[N:19][CH:20]=[CH:21][CH:22]=3)[CH:12]=2)[CH:10]=1)=[O:5].Br[C:26]1[CH:31]=[CH:30][CH:29]=[CH:28][C:27]=1[O:32][CH3:33]. (2) Given the product [F:1][C:2]1[CH:19]=[CH:18][C:5]([C:6]([N:8]2[CH2:13][CH2:12][CH2:11][C@H:10]([C:14]3[N:15]=[C:26]([C:23]4[NH:24][CH:25]=[C:21]([CH3:20])[CH:22]=4)[O:17][N:16]=3)[CH2:9]2)=[O:7])=[CH:4][CH:3]=1, predict the reactants needed to synthesize it. The reactants are: [F:1][C:2]1[CH:19]=[CH:18][C:5]([C:6]([N:8]2[CH2:13][CH2:12][CH2:11][C@H:10]([C:14]([NH:16][OH:17])=[NH:15])[CH2:9]2)=[O:7])=[CH:4][CH:3]=1.[CH3:20][C:21]1[CH:22]=[C:23]([C:26](O)=O)[NH:24][CH:25]=1.CCN=C=NCCCN(C)C.Cl.C1C=CC2N(O)N=NC=2C=1. (3) Given the product [N:1]1[C:5]2[CH:6]=[CH:7][CH:8]=[CH:9][C:4]=2[NH:3][C:2]=1[CH2:10][CH2:11][O:12][C:13]1[CH:29]=[CH:28][C:16]2[CH2:17][CH:18]([CH2:23][C:24]([OH:26])=[O:25])[C:19](=[O:22])[NH:20][CH2:21][C:15]=2[CH:14]=1, predict the reactants needed to synthesize it. The reactants are: [N:1]1[C:5]2[CH:6]=[CH:7][CH:8]=[CH:9][C:4]=2[NH:3][C:2]=1[CH2:10][CH2:11][O:12][C:13]1[CH:29]=[CH:28][C:16]2[CH2:17][CH:18]([CH2:23][C:24]([O:26]C)=[O:25])[C:19](=[O:22])[NH:20][CH2:21][C:15]=2[CH:14]=1.N1C=CC=CC=1NCCCOC1C=CC2CC(CC(OCC)=O)C(=O)NCC=2C=1.